Dataset: Peptide-MHC class I binding affinity with 185,985 pairs from IEDB/IMGT. Task: Regression. Given a peptide amino acid sequence and an MHC pseudo amino acid sequence, predict their binding affinity value. This is MHC class I binding data. (1) The binding affinity (normalized) is 1.00. The peptide sequence is KTTWVHWAL. The MHC is HLA-B58:01 with pseudo-sequence HLA-B58:01. (2) The peptide sequence is TLLGDGPVV. The MHC is HLA-A02:06 with pseudo-sequence HLA-A02:06. The binding affinity (normalized) is 0.495. (3) The peptide sequence is ICLSGDGWPY. The MHC is HLA-A26:01 with pseudo-sequence HLA-A26:01. The binding affinity (normalized) is 0. (4) The peptide sequence is SGSGFWKAL. The MHC is Mamu-B3901 with pseudo-sequence Mamu-B3901. The binding affinity (normalized) is 0.541. (5) The peptide sequence is VSSLVKNVNK. The MHC is HLA-A11:01 with pseudo-sequence HLA-A11:01. The binding affinity (normalized) is 0.659. (6) The peptide sequence is GLKIEEIEKV. The MHC is HLA-A02:03 with pseudo-sequence HLA-A02:03. The binding affinity (normalized) is 0.825. (7) The binding affinity (normalized) is 0.219. The MHC is HLA-B27:05 with pseudo-sequence HLA-B27:05. The peptide sequence is SRSKPAAMY.